Dataset: HIV replication inhibition screening data with 41,000+ compounds from the AIDS Antiviral Screen. Task: Binary Classification. Given a drug SMILES string, predict its activity (active/inactive) in a high-throughput screening assay against a specified biological target. (1) The compound is COc1ccc(C=CC(=O)c2c(-c3ccccc3)nn(C)c(=O)c2N2CC2C)cc1. The result is 0 (inactive). (2) The result is 0 (inactive). The compound is CN(C)CCNc1ccc(CO)c2sc3ccc(O)cc3c(=O)c12.